Dataset: Kir2.1 potassium channel HTS with 301,493 compounds. Task: Binary Classification. Given a drug SMILES string, predict its activity (active/inactive) in a high-throughput screening assay against a specified biological target. The drug is S(c1n(CCCc2ccccc2)c2c(n(c(=O)n(c2=O)C)C)n1)CC(O)C. The result is 0 (inactive).